This data is from Forward reaction prediction with 1.9M reactions from USPTO patents (1976-2016). The task is: Predict the product of the given reaction. (1) Given the reactants [ClH:1].FC(F)(F)C(O)=O.C(OC([NH:16][CH2:17][C@H:18]1[CH2:23][CH2:22][C@H:21]([C:24]([NH:26][C@H:27]([C:57](=[O:70])[NH:58][C:59]2[CH:64]=[CH:63][C:62]([C:65]3[N:66]=[N:67][NH:68][N:69]=3)=[CH:61][CH:60]=2)[CH2:28][C:29]2[CH:34]=[CH:33][C:32]([C:35]3[CH:40]=[CH:39][CH:38]=[C:37]([C:41]([NH:43][C@@H:44]4[CH2:48][CH2:47][N:46](C(OC(C)(C)C)=O)[CH2:45]4)=[O:42])[C:36]=3[F:56])=[CH:31][CH:30]=2)=[O:25])[CH2:20][CH2:19]1)=O)(C)(C)C, predict the reaction product. The product is: [ClH:1].[NH2:16][CH2:17][C@H:18]1[CH2:23][CH2:22][C@H:21]([C:24]([NH:26][C@H:27]([C:57](=[O:70])[NH:58][C:59]2[CH:60]=[CH:61][C:62]([C:65]3[N:66]=[N:67][NH:68][N:69]=3)=[CH:63][CH:64]=2)[CH2:28][C:29]2[CH:34]=[CH:33][C:32]([C:35]3[CH:40]=[CH:39][CH:38]=[C:37]([C:41]([NH:43][C@@H:44]4[CH2:48][CH2:47][NH:46][CH2:45]4)=[O:42])[C:36]=3[F:56])=[CH:31][CH:30]=2)=[O:25])[CH2:20][CH2:19]1. (2) Given the reactants O=P(Cl)(Cl)[Cl:3].[F:6][C:7]1[CH:8]=[C:9]2[C:14](=[CH:15][C:16]=1[F:17])[N:13]=[CH:12][N:11]=[C:10]2O.C(N(CC)CC)C, predict the reaction product. The product is: [Cl:3][C:10]1[C:9]2[C:14](=[CH:15][C:16]([F:17])=[C:7]([F:6])[CH:8]=2)[N:13]=[CH:12][N:11]=1. (3) Given the reactants [Cl:1]N1C(=O)CCC1=O.[NH2:9][C:10]1[CH:18]=[CH:17][CH:16]=[C:15]2[C:11]=1[CH:12]=[N:13][N:14]2[C:19](=[O:21])[CH3:20].O, predict the reaction product. The product is: [NH2:9][C:10]1[C:18]([Cl:1])=[CH:17][CH:16]=[C:15]2[C:11]=1[CH:12]=[N:13][N:14]2[C:19](=[O:21])[CH3:20].[NH2:9][C:10]1[CH:18]=[CH:17][C:16]([Cl:1])=[C:15]2[C:11]=1[CH:12]=[N:13][N:14]2[C:19](=[O:21])[CH3:20]. (4) Given the reactants Cl[C:2]1[C:12]2[CH2:11][CH2:10][N:9]([C:13]3[C:18]([C:19]([F:22])([F:21])[F:20])=[CH:17][CH:16]=[CH:15][N:14]=3)[CH2:8][CH2:7][C:6]=2[N:5]=[CH:4][N:3]=1.[C:23]([C:27]1[CH:33]=[CH:32][C:30]([NH2:31])=[CH:29][CH:28]=1)([CH3:26])([CH3:25])[CH3:24], predict the reaction product. The product is: [C:23]([C:27]1[CH:28]=[CH:29][C:30]([NH:31][C:2]2[C:12]3[CH2:11][CH2:10][N:9]([C:13]4[C:18]([C:19]([F:22])([F:21])[F:20])=[CH:17][CH:16]=[CH:15][N:14]=4)[CH2:8][CH2:7][C:6]=3[N:5]=[CH:4][N:3]=2)=[CH:32][CH:33]=1)([CH3:26])([CH3:24])[CH3:25]. (5) Given the reactants Br[C:2]1[C:3]([C:8]2[CH:13]=[CH:12][C:11]([F:14])=[CH:10][CH:9]=2)=[N:4][N:5]([CH3:7])[CH:6]=1.[Cl-].[Li+].C([Mg]Cl)(C)C.C(O[B:26]1[O:30][C:29]([CH3:32])([CH3:31])[C:28]([CH3:34])([CH3:33])[O:27]1)(C)C.CC1CCCO1, predict the reaction product. The product is: [F:14][C:11]1[CH:12]=[CH:13][C:8]([C:3]2[C:2]([B:26]3[O:30][C:29]([CH3:32])([CH3:31])[C:28]([CH3:34])([CH3:33])[O:27]3)=[CH:6][N:5]([CH3:7])[N:4]=2)=[CH:9][CH:10]=1. (6) Given the reactants [C:1](Cl)(Cl)=[S:2].[CH3:5][O:6][C:7]1[N:12]=[CH:11][C:10]([NH2:13])=[C:9]([CH3:14])[CH:8]=1, predict the reaction product. The product is: [N:13]([C:10]1[C:9]([CH3:14])=[CH:8][C:7]([O:6][CH3:5])=[N:12][CH:11]=1)=[C:1]=[S:2]. (7) The product is: [NH2:66][C:46]([C:49]1[S:53][C:52]2[CH:54]=[CH:55][C:56]([CH2:58][CH2:59][CH2:60][CH2:61][CH2:62][CH2:63][CH2:64][CH3:65])=[CH:57][C:51]=2[CH:50]=1)([CH2:47][OH:48])[CH2:45][OH:44]. Given the reactants ClC1C=C(C2ON=C(C3C=CC4OC(C5(NC(=O)OC(C)(C)C)COC(C)(C)OC5)=CC=4C=3)N=2)C=CC=1OCCC.CC1(C)[O:48][CH2:47][C:46]([NH:66]C(=O)OC(C)(C)C)([C:49]2[S:53][C:52]3[CH:54]=[CH:55][C:56]([CH2:58][CH2:59][CH2:60][CH2:61][CH2:62][CH2:63][CH2:64][CH3:65])=[CH:57][C:51]=3[CH:50]=2)[CH2:45][O:44]1, predict the reaction product.